Task: Regression. Given two drug SMILES strings and cell line genomic features, predict the synergy score measuring deviation from expected non-interaction effect.. Dataset: NCI-60 drug combinations with 297,098 pairs across 59 cell lines (1) Drug 1: CS(=O)(=O)C1=CC(=C(C=C1)C(=O)NC2=CC(=C(C=C2)Cl)C3=CC=CC=N3)Cl. Drug 2: C1CCN(CC1)CCOC2=CC=C(C=C2)C(=O)C3=C(SC4=C3C=CC(=C4)O)C5=CC=C(C=C5)O. Cell line: UACC62. Synergy scores: CSS=9.63, Synergy_ZIP=2.00, Synergy_Bliss=9.24, Synergy_Loewe=7.37, Synergy_HSA=7.74. (2) Drug 1: CC(CN1CC(=O)NC(=O)C1)N2CC(=O)NC(=O)C2. Drug 2: CC1C(C(=O)NC(C(=O)N2CCCC2C(=O)N(CC(=O)N(C(C(=O)O1)C(C)C)C)C)C(C)C)NC(=O)C3=C4C(=C(C=C3)C)OC5=C(C(=O)C(=C(C5=N4)C(=O)NC6C(OC(=O)C(N(C(=O)CN(C(=O)C7CCCN7C(=O)C(NC6=O)C(C)C)C)C)C(C)C)C)N)C. Cell line: K-562. Synergy scores: CSS=24.8, Synergy_ZIP=-1.80, Synergy_Bliss=4.97, Synergy_Loewe=6.87, Synergy_HSA=6.92. (3) Drug 1: C1=CC(=CC=C1CCCC(=O)O)N(CCCl)CCCl. Drug 2: C1=NC2=C(N1)C(=S)N=C(N2)N. Cell line: SK-MEL-28. Synergy scores: CSS=9.85, Synergy_ZIP=-6.27, Synergy_Bliss=2.67, Synergy_Loewe=-1.32, Synergy_HSA=2.83. (4) Drug 1: C1=C(C(=O)NC(=O)N1)F. Drug 2: C1CN1P(=S)(N2CC2)N3CC3. Cell line: HT29. Synergy scores: CSS=47.4, Synergy_ZIP=-1.73, Synergy_Bliss=-3.94, Synergy_Loewe=-9.33, Synergy_HSA=-2.25.